This data is from Catalyst prediction with 721,799 reactions and 888 catalyst types from USPTO. The task is: Predict which catalyst facilitates the given reaction. (1) Product: [OH:35][C:32]([CH3:33])([CH3:31])[CH2:36][O:35][C@H:32]1[CH2:33][CH2:34][C@H:29]([N:18]2[C:17](=[O:42])[C:16]([CH2:15][C:12]3[CH:11]=[CH:10][C:9]([C:4]4[C:3]([C:1]#[N:2])=[CH:8][CH:7]=[CH:6][CH:5]=4)=[CH:14][CH:13]=3)=[C:21]([CH2:22][CH2:23][CH3:24])[N:20]3[N:25]=[C:26]([CH3:28])[N:27]=[C:19]23)[CH2:30][CH2:31]1. Reactant: [C:1]([C:3]1[CH:8]=[CH:7][CH:6]=[CH:5][C:4]=1[C:9]1[CH:14]=[CH:13][C:12]([CH2:15][C:16]2[C:17](=[O:42])[N:18]([CH:29]3[CH2:34][CH2:33][CH:32]([O:35][CH2:36]C(OCC)=O)[CH2:31][CH2:30]3)[C:19]3[N:20]([N:25]=[C:26]([CH3:28])[N:27]=3)[C:21]=2[CH2:22][CH2:23][CH3:24])=[CH:11][CH:10]=1)#[N:2].C[Mg]Br.Cl. The catalyst class is: 7. (2) Reactant: [CH3:1][N:2]1[CH2:6][CH2:5][CH2:4][C@@H:3]1[C:7]1[N:11]2[CH:12]=[C:13]([O:16][C@H:17]3[C:26]4[C:21](=[CH:22][CH:23]=[CH:24][CH:25]=4)[C@@H:20]([NH2:27])[CH2:19][CH2:18]3)[CH:14]=[CH:15][C:10]2=[N:9][N:8]=1.ClC(Cl)(Cl)C[O:31][C:32](=O)[NH:33][C:34]1[N:35]([C:43]2[CH:48]=[CH:47][C:46]([CH3:49])=[CH:45][CH:44]=2)[N:36]=[C:37]([C:39]([CH3:42])([CH3:41])[CH3:40])[CH:38]=1.CCN(C(C)C)C(C)C. Product: [C:39]([C:37]1[CH:38]=[C:34]([NH:33][C:32]([NH:27][C@@H:20]2[C:21]3[C:26](=[CH:25][CH:24]=[CH:23][CH:22]=3)[C@H:17]([O:16][C:13]3[CH:14]=[CH:15][C:10]4[N:11]([C:7]([C@H:3]5[CH2:4][CH2:5][CH2:6][N:2]5[CH3:1])=[N:8][N:9]=4)[CH:12]=3)[CH2:18][CH2:19]2)=[O:31])[N:35]([C:43]2[CH:48]=[CH:47][C:46]([CH3:49])=[CH:45][CH:44]=2)[N:36]=1)([CH3:42])([CH3:40])[CH3:41]. The catalyst class is: 12. (3) Reactant: CC(OC(/N=N/C(OC(C)C)=O)=O)C.[CH3:15][O:16][C:17]1[CH:18]=[C:19]([OH:26])[CH:20]=[C:21]([N+:23]([O-:25])=[O:24])[CH:22]=1.[O:27]1[CH2:32][CH2:31][N:30]([CH2:33][CH2:34][O:35][CH2:36][CH2:37][O:38][CH2:39][CH2:40]O)[CH2:29][CH2:28]1.C1C=CC(P(C2C=CC=CC=2)C2C=CC=CC=2)=CC=1. Product: [CH3:15][O:16][C:17]1[CH:18]=[C:19]([CH:20]=[C:21]([N+:23]([O-:25])=[O:24])[CH:22]=1)[O:26][CH2:40][CH2:39][O:38][CH2:37][CH2:36][O:35][CH2:34][CH2:33][N:30]1[CH2:31][CH2:32][O:27][CH2:28][CH2:29]1. The catalyst class is: 1. (4) Reactant: [Br:1][C:2]1[CH:7]=[CH:6][C:5]([N:8]2[CH2:12][CH2:11][C@H:10]([OH:13])[CH2:9]2)=[CH:4][CH:3]=1.[CH3:14][C:15]([Si:18](Cl)([CH3:20])[CH3:19])([CH3:17])[CH3:16].N1C=CN=C1.[NH4+].[Cl-]. Product: [Br:1][C:2]1[CH:7]=[CH:6][C:5]([N:8]2[CH2:12][CH2:11][C@H:10]([O:13][Si:18]([C:15]([CH3:17])([CH3:16])[CH3:14])([CH3:20])[CH3:19])[CH2:9]2)=[CH:4][CH:3]=1. The catalyst class is: 3. (5) Reactant: [CH:1]1[CH:2]=[CH:3][C:4]2[N:15]([C:16]([NH2:18])=[O:17])[C:14]3[CH:13]=[CH:12][CH:11]=[CH:10][C:9]=3[CH:8]=[CH:7][C:5]=2[CH:6]=1.[C:19]([NH2:27])(=[O:26])[C:20]1[CH:25]=[CH:24][CH:23]=[N:22][CH:21]=1.CO.C(O)C. Product: [CH:11]1[CH:12]=[CH:13][C:14]2[N:15]([C:16]([NH2:18])=[O:17])[C:4]3[CH:3]=[CH:2][CH:1]=[CH:6][C:5]=3[CH:7]=[CH:8][C:9]=2[CH:10]=1.[C:19]([NH2:27])(=[O:26])[C:20]1[CH:25]=[CH:24][CH:23]=[N:22][CH:21]=1. The catalyst class is: 16. (6) Reactant: FC(F)(F)C(O)=O.[N+:8]([O-:11])([O-])=[O:9].[K+].[CH2:13]([O:20][C:21]1[CH:26]=[CH:25][C:24]([NH:27][C:28]([C:30]2[CH:35]=[N:34][CH:33]=[CH:32][N:31]=2)=[O:29])=[CH:23][C:22]=1[F:36])[C:14]1[CH:19]=[CH:18][CH:17]=[CH:16][CH:15]=1. Product: [CH2:13]([O:20][C:21]1[C:22]([F:36])=[CH:23][C:24]([NH:27][C:28]([C:30]2[CH:35]=[N:34][CH:33]=[CH:32][N:31]=2)=[O:29])=[C:25]([N+:8]([O-:11])=[O:9])[CH:26]=1)[C:14]1[CH:15]=[CH:16][CH:17]=[CH:18][CH:19]=1. The catalyst class is: 22.